This data is from Catalyst prediction with 721,799 reactions and 888 catalyst types from USPTO. The task is: Predict which catalyst facilitates the given reaction. (1) Reactant: [CH3:1][O:2][C:3]1[CH:8]=[CH:7][C:6]([N:9]2[C:13]([C:14]3[CH:19]=[CH:18][C:17]([O:20][CH3:21])=[CH:16][CH:15]=3)=[N:12][C:11]([OH:22])=[N:10]2)=[CH:5][CH:4]=1.C(=O)([O-])[O-].[K+].[K+].CN(C)C=O.C(OCC)(=O)C.Br[CH2:41][F:42]. Product: [CH3:1][O:2][C:3]1[CH:4]=[CH:5][C:6]([N:9]2[C:13]([C:14]3[CH:19]=[CH:18][C:17]([O:20][CH3:21])=[CH:16][CH:15]=3)=[N:12][C:11]([O:22][CH2:41][F:42])=[N:10]2)=[CH:7][CH:8]=1. The catalyst class is: 6. (2) Reactant: Br[C:2]1[CH:3]=[CH:4][C:5]([F:9])=[C:6]([CH3:8])[CH:7]=1.C([Li])(CC)C.O=[C:16]1[CH2:19][C:18]2([CH2:24][CH2:23][N:22](C(OC(C)(C)C)=O)[CH2:21][CH2:20]2)[CH2:17]1.C([SiH](CC)CC)C.FC(F)(F)C(O)=O.C(Cl)[Cl:47]. Product: [ClH:47].[F:9][C:5]1[CH:4]=[CH:3][C:2]([CH:16]2[CH2:19][C:18]3([CH2:24][CH2:23][NH:22][CH2:21][CH2:20]3)[CH2:17]2)=[CH:7][C:6]=1[CH3:8]. The catalyst class is: 1. (3) Reactant: [OH-].[Na+].C(O)C.C([O:8][C:9]([C:11]1[CH:16]=[CH:15][CH:14]=[CH:13][C:12]=1/[CH:17]=[CH:18]/[C:19]([NH:21][CH2:22][CH2:23][N:24]1[CH:28]=[CH:27][N:26]=[CH:25]1)=[O:20])=[O:10])C. Product: [C:9]([C:11]1[CH:16]=[CH:15][CH:14]=[CH:13][C:12]=1/[CH:17]=[CH:18]/[C:19]([NH:21][CH2:22][CH2:23][N:24]1[CH:28]=[CH:27][N:26]=[CH:25]1)=[O:20])([OH:10])=[O:8]. The catalyst class is: 6. (4) Reactant: [NH:1]1[C:9]2[C:4](=[CH:5][C:6]([NH:10][C:11](=[O:17])[O:12][C:13]([CH3:16])([CH3:15])[CH3:14])=[CH:7][CH:8]=2)[CH:3]=[N:2]1.C([O-])([O-])=O.[K+].[K+].[I:24]I.OS([O-])=O.[Na+]. Product: [I:24][C:3]1[C:4]2[C:9](=[CH:8][CH:7]=[C:6]([NH:10][C:11](=[O:17])[O:12][C:13]([CH3:14])([CH3:16])[CH3:15])[CH:5]=2)[NH:1][N:2]=1. The catalyst class is: 136. (5) Reactant: C1(P(C2C=CC=CC=2)C2C=CC=CC=2)C=CC=CC=1.N(C(OCC)=O)=NC(OCC)=O.[F:32][C:33]([F:73])([F:72])[C:34]1[CH:35]=[C:36]([C:44]([CH3:71])([CH3:70])[C:45]([N:47]([C:49]2[C:50]([C:62]3[CH:67]=[CH:66][C:65]([F:68])=[CH:64][C:63]=3[CH3:69])=[CH:51][C:52]([N:55]3[CH2:60][CH2:59][CH:58]([OH:61])[CH2:57][CH2:56]3)=[N:53][CH:54]=2)[CH3:48])=[O:46])[CH:37]=[C:38]([C:40]([F:43])([F:42])[F:41])[CH:39]=1.[C:74](O)(=[S:76])[CH3:75]. The catalyst class is: 1. Product: [F:73][C:33]([F:32])([F:72])[C:34]1[CH:35]=[C:36]([C:44]([CH3:70])([CH3:71])[C:45]([N:47]([CH3:48])[C:49]2[C:50]([C:62]3[CH:67]=[CH:66][C:65]([F:68])=[CH:64][C:63]=3[CH3:69])=[CH:51][C:52]([N:55]3[CH2:60][CH2:59][CH:58]([O:61][C:74](=[S:76])[CH3:75])[CH2:57][CH2:56]3)=[N:53][CH:54]=2)=[O:46])[CH:37]=[C:38]([C:40]([F:41])([F:42])[F:43])[CH:39]=1. (6) Reactant: [C:1]([O:5][C:6]([N:8]1[CH2:13][CH2:12][CH:11]([N:14]2[C:18]3=[N:19][CH:20]=[N:21][C:22](Cl)=[C:17]3[CH:16]=[N:15]2)[CH2:10][CH2:9]1)=[O:7])([CH3:4])([CH3:3])[CH3:2].[OH:24][C:25]1[CH:32]=[CH:31][CH:30]=[CH:29][C:26]=1[C:27]#[N:28]. Product: [C:1]([O:5][C:6]([N:8]1[CH2:13][CH2:12][CH:11]([N:14]2[C:18]3=[N:19][CH:20]=[N:21][C:22]([O:24][C:25]4[CH:32]=[CH:31][CH:30]=[CH:29][C:26]=4[C:27]#[N:28])=[C:17]3[CH:16]=[N:15]2)[CH2:10][CH2:9]1)=[O:7])([CH3:4])([CH3:3])[CH3:2]. The catalyst class is: 9. (7) Reactant: [C:1]([O:6][CH2:7][CH2:8][O:9][C:10]1[CH:15]=[CH:14][CH:13]=[CH:12][CH:11]=1)(=[O:5])[C:2]([CH3:4])=[CH2:3].[C:16]([OH:21])(=[O:20])[C:17]([CH3:19])=[CH2:18].[C:22]([O:27][CH3:28])(=[O:26])[C:23]([CH3:25])=[CH2:24]. Product: [C:1]([O:6][CH2:7][CH2:8][O:9][C:10]1[CH:11]=[CH:12][CH:13]=[CH:14][CH:15]=1)(=[O:5])[C:2]([CH3:4])=[CH2:3].[C:22]([O:27][CH3:28])(=[O:26])[C:23]([CH3:25])=[CH2:24].[C:16]([OH:21])(=[O:20])[C:17]([CH3:19])=[CH2:18]. The catalyst class is: 311.